From a dataset of Catalyst prediction with 721,799 reactions and 888 catalyst types from USPTO. Predict which catalyst facilitates the given reaction. (1) Reactant: C([O:4][C@@H:5]1[C@@H:10]([O:11]C(=O)C)[C@H:9]([C:15]2[CH:20]=[CH:19][C:18]([CH2:21][CH3:22])=[C:17]([CH2:23][C:24]3[CH:33]=[CH:32][C:27]4[O:28][CH2:29][CH2:30][O:31][C:26]=4[CH:25]=3)[CH:16]=2)[O:8][CH:7]([O:34][CH3:35])[C@H:6]1[O:36]C(=O)C)(=O)C.[OH-].[Li+]. Product: [O:28]1[C:27]2[CH:32]=[CH:33][C:24]([CH2:23][C:17]3[CH:16]=[C:15]([C@H:9]4[C@H:10]([OH:11])[C@@H:5]([OH:4])[C@H:6]([OH:36])[C@@H:7]([O:34][CH3:35])[O:8]4)[CH:20]=[CH:19][C:18]=3[CH2:21][CH3:22])=[CH:25][C:26]=2[O:31][CH2:30][CH2:29]1. The catalyst class is: 200. (2) Reactant: [CH3:1][C:2]1[CH:3]=[C:4]([C:25]2[CH2:26][CH2:27][NH:28][CH2:29][CH:30]=2)[C:5]2[N:6]([N:8]=[C:9]([NH:11][CH:12]3[CH2:17][CH2:16][N:15]([C:18]4[CH:23]=[C:22]([CH3:24])[N:21]=[CH:20][N:19]=4)[CH2:14][CH2:13]3)[N:10]=2)[CH:7]=1.Cl[C:32]([O:34][CH:35]([CH3:37])[CH3:36])=[O:33]. Product: [CH3:1][C:2]1[CH:3]=[C:4]([C:25]2[CH2:26][CH2:27][N:28]([C:32]([O:34][CH:35]([CH3:37])[CH3:36])=[O:33])[CH2:29][CH:30]=2)[C:5]2[N:6]([N:8]=[C:9]([NH:11][CH:12]3[CH2:17][CH2:16][N:15]([C:18]4[CH:23]=[C:22]([CH3:24])[N:21]=[CH:20][N:19]=4)[CH2:14][CH2:13]3)[N:10]=2)[CH:7]=1. The catalyst class is: 2.